This data is from Full USPTO retrosynthesis dataset with 1.9M reactions from patents (1976-2016). The task is: Predict the reactants needed to synthesize the given product. (1) Given the product [CH:22]1([N:10]2[C:9]3[N:8]=[C:7]([N:3]4[CH:4]=[CH:5][N:6]=[C:2]4[N:27]4[CH2:31][CH2:30][CH2:29][CH2:28]4)[N:16]=[CH:15][C:14]=3[N:13]3[CH:17]=[N:18][N:19]=[C:12]3[C@H:11]2[CH2:20][CH3:21])[CH2:26][CH2:25][CH2:24][CH2:23]1, predict the reactants needed to synthesize it. The reactants are: Br[C:2]1[N:3]([C:7]2[N:16]=[CH:15][C:14]3[N:13]4[CH:17]=[N:18][N:19]=[C:12]4[C@@H:11]([CH2:20][CH3:21])[N:10]([CH:22]4[CH2:26][CH2:25][CH2:24][CH2:23]4)[C:9]=3[N:8]=2)[CH:4]=[CH:5][N:6]=1.[NH:27]1[CH2:31][CH2:30][CH2:29][CH2:28]1.C(Cl)(Cl)Cl.C1C=CC(P(C2C(C3C(P(C4C=CC=CC=4)C4C=CC=CC=4)=CC=C4C=3C=CC=C4)=C3C(C=CC=C3)=CC=2)C2C=CC=CC=2)=CC=1.C([O-])([O-])=O.[K+].[K+]. (2) Given the product [Cl:70][C:67]1[CH:68]=[CH:69][C:64]([CH:59]2[CH:58]([CH2:57][O:56][C:53]3[CH:52]=[CH:51][C:50]([Cl:49])=[CH:55][N:54]=3)[CH2:63][CH2:62][N:61]([C:11]([C:10]3[CH:9]=[CH:8][C:7]([C:5]4[O:4][N:3]=[C:2]([CH3:1])[N:6]=4)=[CH:15][CH:14]=3)=[O:13])[CH2:60]2)=[CH:65][CH:66]=1, predict the reactants needed to synthesize it. The reactants are: [CH3:1][C:2]1[N:6]=[C:5]([C:7]2[CH:15]=[CH:14][C:10]([C:11]([OH:13])=O)=[CH:9][CH:8]=2)[O:4][N:3]=1.CN(C(ON1N=NC2C=CC=NC1=2)=[N+](C)C)C.F[P-](F)(F)(F)(F)F.CCN(C(C)C)C(C)C.[Cl:49][C:50]1[CH:51]=[CH:52][C:53]([O:56][CH2:57][CH:58]2[CH2:63][CH2:62][NH:61][CH2:60][CH:59]2[C:64]2[CH:69]=[CH:68][C:67]([Cl:70])=[CH:66][CH:65]=2)=[N:54][CH:55]=1.Cl. (3) Given the product [Cl:11][C:12]1[CH:17]=[CH:16][C:15]([C:18]2[CH:22]=[CH:21][NH:20][N:19]=2)=[CH:14][C:13]=1[CH2:23][NH:24][CH:5]=[O:7], predict the reactants needed to synthesize it. The reactants are: C(O[C:5](=[O:7])C)(=O)C.C(O)=O.[Cl:11][C:12]1[CH:17]=[CH:16][C:15]([C:18]2[CH:22]=[CH:21][NH:20][N:19]=2)=[CH:14][C:13]=1[CH2:23][NH2:24].